From a dataset of Reaction yield outcomes from USPTO patents with 853,638 reactions. Predict the reaction yield, written as a fraction of the theoretical maximum amount of product (1.0 means a 100% yield; for example, 0.34 means a 34% yield). (1) The reactants are [CH2:1]([C:8]1([OH:26])[CH2:13][CH2:12][N:11]([C:14]([C:16]2[C:24]3[C:19](=[CH:20][CH:21]=[CH:22][CH:23]=3)[NH:18][C:17]=2[CH3:25])=[O:15])[CH2:10][CH2:9]1)[C:2]1[CH:7]=[CH:6][CH:5]=[CH:4][CH:3]=1.[H-].[Na+].Br[CH2:30][C:31]1[CH:36]=[CH:35][CH:34]=[CH:33][C:32]=1[Cl:37]. The catalyst is CN(C=O)C. The product is [CH2:1]([C:8]1([OH:26])[CH2:9][CH2:10][N:11]([C:14]([C:16]2[C:24]3[C:19](=[CH:20][CH:21]=[CH:22][CH:23]=3)[N:18]([CH2:30][C:31]3[CH:36]=[CH:35][CH:34]=[CH:33][C:32]=3[Cl:37])[C:17]=2[CH3:25])=[O:15])[CH2:12][CH2:13]1)[C:2]1[CH:3]=[CH:4][CH:5]=[CH:6][CH:7]=1. The yield is 0.610. (2) The reactants are [CH3:1][O:2][C:3]1[CH:8]=[CH:7][C:6]([NH:9][C:10]2[C:11](=[O:22])[NH:12][C:13](=[O:21])[C:14]=2[C:15]2[CH:20]=[CH:19][CH:18]=[CH:17][CH:16]=2)=[CH:5][CH:4]=1.[CH3:23][C:24]1[O:28][N:27]=[C:26]([CH2:29]O)[CH:25]=1.N(C(OCC)=O)=NC(OCC)=O.C1(P(C2C=CC=CC=2)C2C=CC=CC=2)C=CC=CC=1. The catalyst is C1COCC1. The product is [CH3:1][O:2][C:3]1[CH:4]=[CH:5][C:6]([NH:9][C:10]2[C:11](=[O:22])[N:12]([CH2:29][C:26]3[CH:25]=[C:24]([CH3:23])[O:28][N:27]=3)[C:13](=[O:21])[C:14]=2[C:15]2[CH:20]=[CH:19][CH:18]=[CH:17][CH:16]=2)=[CH:7][CH:8]=1. The yield is 0.210. (3) The reactants are C(=C1C[N:5]([C:7]([O:9][C:10]([CH3:13])([CH3:12])[CH3:11])=[O:8])C1)C.C[N+]1([O-])CC[O:18][CH2:17][CH2:16]1.C(OCC)(=O)C.[CH3:28][C:29]([CH3:31])=[O:30].O. The catalyst is [Os](=O)(=O)(=O)=O. The product is [OH:30][C:29]1([CH:17]([OH:18])[CH3:16])[CH2:31][N:5]([C:7]([O:9][C:10]([CH3:11])([CH3:12])[CH3:13])=[O:8])[CH2:28]1. The yield is 0.630. (4) The reactants are [Cl:1][C:2]1[CH:3]=[C:4]([NH:16][C:17]2[N:22]=[CH:21][N:20]=[C:19]([NH:23]NC3C=CC=CC=3)[CH:18]=2)[CH:5]=[CH:6][C:7]=1[O:8][CH2:9][C:10]1[CH:15]=[CH:14][CH:13]=[CH:12][N:11]=1.Cl.[CH3:32][N:33]([CH3:40])[CH2:34]/[CH:35]=[CH:36]/[C:37](Cl)=[O:38].C(=O)(O)[O-].[Na+]. The catalyst is CN1CCCC1=O.C(#N)C. The product is [Cl:1][C:2]1[CH:3]=[C:4]([NH:16][C:17]2[N:22]=[CH:21][N:20]=[C:19]([NH:23][C:2]3[CH:3]=[C:4]([NH:16][C:37](=[O:38])/[CH:36]=[CH:35]/[CH2:34][N:33]([CH3:40])[CH3:32])[CH:5]=[CH:6][CH:7]=3)[CH:18]=2)[CH:5]=[CH:6][C:7]=1[O:8][CH2:9][C:10]1[CH:15]=[CH:14][CH:13]=[CH:12][N:11]=1. The yield is 0.0640. (5) The reactants are C(O[C:6](=O)[NH:7][C:8]1[CH:13]=[C:12]([F:14])[CH:11]=[CH:10][C:9]=1[NH:15][CH2:16][CH3:17])(C)(C)C.CC1N=C(O)[C:23]2[C:24](=[N:26][O:27][N:28]=2)[N:25]=1. The catalyst is C(O)(=O)C. The product is [CH2:16]([N:15]1[C:9]2[CH:10]=[CH:11][C:12]([F:14])=[CH:13][C:8]=2[N:7]=[C:6]1[C:23]1[C:24]([NH2:25])=[N:26][O:27][N:28]=1)[CH3:17]. The yield is 0.430. (6) The reactants are [Cl:1][C:2]1[CH:7]=[C:6](Cl)[CH:5]=[CH:4][N:3]=1.C(=O)([O-])[O-].[K+].[K+].[NH2:15][C:16]1[CH:21]=[CH:20][C:19]([SH:22])=[CH:18][CH:17]=1.O. The catalyst is CN(C)C=O. The product is [Cl:1][C:2]1[CH:7]=[C:6]([S:22][C:19]2[CH:20]=[CH:21][C:16]([NH2:15])=[CH:17][CH:18]=2)[CH:5]=[CH:4][N:3]=1. The yield is 0.560.